Dataset: Reaction yield outcomes from USPTO patents with 853,638 reactions. Task: Predict the reaction yield, written as a fraction of the theoretical maximum amount of product (1.0 means a 100% yield; for example, 0.34 means a 34% yield). (1) The reactants are [C:1]1([C:16]2[CH:21]=[CH:20][CH:19]=[CH:18][CH:17]=2)[CH:6]=[CH:5][C:4]([C@H:7]2[C@H:12]([C:13]([OH:15])=[O:14])[CH2:11][CH2:10][O:9][CH2:8]2)=[CH:3][CH:2]=1.C(OC([C@@H]1CCOC[C@H]1C1C=CC(C2C=CC=CC=2)=CC=1)=O)C. The catalyst is C(OCC)(=O)C. The product is [C:1]1([C:16]2[CH:17]=[CH:18][CH:19]=[CH:20][CH:21]=2)[CH:2]=[CH:3][C:4]([C@H:7]2[C@@H:12]([C:13]([OH:15])=[O:14])[CH2:11][CH2:10][O:9][CH2:8]2)=[CH:5][CH:6]=1. The yield is 0.280. (2) The reactants are [CH:1]1N=C[N:3]([C:6]([N:8]2C=N[CH:10]=[CH:9]2)=[O:7])[CH:2]=1.[CH2:13](N(CC)CC)C.[F:20][C:21]1[CH:27]=[C:26]([I:28])[CH:25]=CC=1N.C1(N)CC1. The catalyst is CN(C)C=O.O.C1(C)C=CC=CC=1. The product is [CH:9]1([NH:8][C:6]([NH:3][C:2]2[CH:1]=[CH:25][C:26]([I:28])=[CH:27][C:21]=2[F:20])=[O:7])[CH2:10][CH2:13]1. The yield is 0.955. (3) The yield is 0.770. The catalyst is CS(C)=O.O. The product is [N:17]([CH2:2][C:3]1[C:12]2[C:7](=[CH:8][CH:9]=[CH:10][CH:11]=2)[C:6]([C:13]([O:15][CH3:16])=[O:14])=[CH:5][CH:4]=1)=[N+:18]=[N-:19]. The reactants are Br[CH2:2][C:3]1[C:12]2[C:7](=[CH:8][CH:9]=[CH:10][CH:11]=2)[C:6]([C:13]([O:15][CH3:16])=[O:14])=[CH:5][CH:4]=1.[N-:17]=[N+:18]=[N-:19].[Na+]. (4) The reactants are [NH:1]([CH2:5][CH2:6][OH:7])[CH2:2][CH2:3][OH:4].[Br:8][C:9]1[S:13][C:12]([S:14](Cl)(=[O:16])=[O:15])=[CH:11][CH:10]=1.C(N(CC)CC)C. The catalyst is C1COCC1. The product is [OH:4][CH2:3][CH2:2][N:1]([CH2:5][CH2:6][OH:7])[S:14]([C:12]1[S:13][C:9]([Br:8])=[CH:10][CH:11]=1)(=[O:16])=[O:15]. The yield is 0.770. (5) The reactants are [CH3:1][S:2]([NH:5][C:6]1[CH:14]=[CH:13][CH:12]=[C:11]2[C:7]=1[CH:8]=[CH:9][N:10]2[CH2:15][C:16]([OH:18])=[O:17])(=[O:4])=[O:3].[OH-].[Na+].[C:21](O[C:21]([O:23][C:24]([CH3:27])([CH3:26])[CH3:25])=[O:22])([O:23][C:24]([CH3:27])([CH3:26])[CH3:25])=[O:22]. The catalyst is C1COCC1.O. The product is [C:24]([O:23][C:21]([N:5]([C:6]1[CH:14]=[CH:13][CH:12]=[C:11]2[C:7]=1[CH:8]=[CH:9][N:10]2[CH2:15][C:16]([OH:18])=[O:17])[S:2]([CH3:1])(=[O:3])=[O:4])=[O:22])([CH3:27])([CH3:26])[CH3:25]. The yield is 0.790. (6) The reactants are [F:1][C:2]1[CH:7]=[C:6]([N+:8]([O-:10])=[O:9])[CH:5]=[CH:4][C:3]=1[OH:11].[CH2:12](Br)[C:13]1[CH:18]=[CH:17][CH:16]=[CH:15][CH:14]=1.C(=O)([O-])[O-].[K+].[K+]. The catalyst is CN(C=O)C. The product is [CH2:12]([O:11][C:3]1[CH:4]=[CH:5][C:6]([N+:8]([O-:10])=[O:9])=[CH:7][C:2]=1[F:1])[C:13]1[CH:18]=[CH:17][CH:16]=[CH:15][CH:14]=1. The yield is 0.950. (7) The reactants are [C:1]([C:3]1[CH:4]=[C:5]([C:9]2[N:10]=[C:11]3[N:15]([CH:16]=2)[CH:14]=[CH:13][S:12]3)[CH:6]=[CH:7][CH:8]=1)#[N:2].[C:17](OC(=O)C)(=[O:19])[CH3:18].S(=O)(=O)(O)O. The catalyst is ClCCl. The product is [C:1]([C:3]1[CH:4]=[C:5]([C:9]2[N:10]=[C:11]3[N:15]([C:16]=2[C:17](=[O:19])[CH3:18])[CH:14]=[CH:13][S:12]3)[CH:6]=[CH:7][CH:8]=1)#[N:2]. The yield is 0.740. (8) The reactants are Br[CH2:2][CH2:3][C:4]([NH:6][C:7]1[CH:12]=[CH:11][C:10]([Cl:13])=[CH:9][C:8]=1[N+:14]([O-:16])=[O:15])=[O:5].[Cl:17][C:18]1[CH:33]=[CH:32][C:21]([CH2:22][C:23]2([OH:31])[CH2:28][CH2:27][NH:26][CH2:25][C:24]2([CH3:30])[CH3:29])=[CH:20][CH:19]=1.C([O-])([O-])=O.[K+].[K+]. The catalyst is CN(C=O)C.O. The product is [Cl:17][C:18]1[CH:19]=[CH:20][C:21]([CH2:22][C:23]2([OH:31])[CH2:28][CH2:27][N:26]([CH2:2][CH2:3][C:4]([NH:6][C:7]3[CH:12]=[CH:11][C:10]([Cl:13])=[CH:9][C:8]=3[N+:14]([O-:16])=[O:15])=[O:5])[CH2:25][C:24]2([CH3:29])[CH3:30])=[CH:32][CH:33]=1. The yield is 0.690. (9) The yield is 0.790. The product is [F:12][C:10]1[CH:11]=[C:2]([S:27][C:21]2[CH:26]=[CH:25][CH:24]=[CH:23][CH:22]=2)[CH:3]=[C:4]2[C:9]=1[C:8](=[O:13])[CH2:7][CH2:6][CH2:5]2. The catalyst is CN(C)C(=O)C.O. The reactants are F[C:2]1[CH:3]=[C:4]2[C:9](=[C:10]([F:12])[CH:11]=1)[C:8](=[O:13])[CH2:7][CH2:6][CH2:5]2.C(N(CC)CC)C.[C:21]1([SH:27])[CH:26]=[CH:25][CH:24]=[CH:23][CH:22]=1.CCCCCCC.